Dataset: NCI-60 drug combinations with 297,098 pairs across 59 cell lines. Task: Regression. Given two drug SMILES strings and cell line genomic features, predict the synergy score measuring deviation from expected non-interaction effect. Synergy scores: CSS=7.98, Synergy_ZIP=-2.98, Synergy_Bliss=5.27, Synergy_Loewe=-3.74, Synergy_HSA=1.59. Drug 1: CN(CCCl)CCCl.Cl. Drug 2: COC1=C2C(=CC3=C1OC=C3)C=CC(=O)O2. Cell line: SK-MEL-5.